From a dataset of Full USPTO retrosynthesis dataset with 1.9M reactions from patents (1976-2016). Predict the reactants needed to synthesize the given product. (1) Given the product [CH2:25]([O:27][C:28]([C:30]1([C:33]2[CH:38]=[CH:37][C:36]([C:2]3[CH:7]=[CH:6][C:5]([C:8]4[O:12][N:11]=[C:10]([CH3:13])[C:9]=4[CH2:14][N:15]([CH3:24])[CH2:16][CH2:17][C:18]4[CH:23]=[CH:22][CH:21]=[CH:20][CH:19]=4)=[CH:4][CH:3]=3)=[CH:35][CH:34]=2)[CH2:31][CH2:32]1)=[O:29])[CH3:26], predict the reactants needed to synthesize it. The reactants are: Br[C:2]1[CH:7]=[CH:6][C:5]([C:8]2[O:12][N:11]=[C:10]([CH3:13])[C:9]=2[CH2:14][N:15]([CH3:24])[CH2:16][CH2:17][C:18]2[CH:23]=[CH:22][CH:21]=[CH:20][CH:19]=2)=[CH:4][CH:3]=1.[CH2:25]([O:27][C:28]([C:30]1([C:33]2[CH:38]=[CH:37][C:36](B3OC(C)(C)C(C)(C)O3)=[CH:35][CH:34]=2)[CH2:32][CH2:31]1)=[O:29])[CH3:26]. (2) Given the product [N+:8]([C:6]1[CH:5]=[CH:4][C:3]([OH:11])=[C:2]([N:1]=[CH:26][C:24]2[O:25][C:21]([C:18]3[CH:19]=[CH:20][C:15]([N+:12]([O-:14])=[O:13])=[CH:16][CH:17]=3)=[CH:22][CH:23]=2)[CH:7]=1)([O-:10])=[O:9], predict the reactants needed to synthesize it. The reactants are: [NH2:1][C:2]1[CH:7]=[C:6]([N+:8]([O-:10])=[O:9])[CH:5]=[CH:4][C:3]=1[OH:11].[N+:12]([C:15]1[CH:20]=[CH:19][C:18]([C:21]2[O:25][C:24]([CH:26]=O)=[CH:23][CH:22]=2)=[CH:17][CH:16]=1)([O-:14])=[O:13]. (3) Given the product [F:1][C:2]1[CH:7]=[C:6]([C:12]2[CH:13]=[CH:14][C:15]([CH2:18][NH2:19])=[CH:16][N:17]=2)[CH:5]=[CH:4][N:3]=1, predict the reactants needed to synthesize it. The reactants are: [F:1][C:2]1[CH:7]=[C:6](B(O)O)[CH:5]=[CH:4][N:3]=1.Cl[C:12]1[N:17]=[CH:16][C:15]([CH2:18][NH2:19])=[CH:14][CH:13]=1.C1(P(C2CCCCC2)C2C=CC=CC=2C2C(OC)=CC=CC=2OC)CCCCC1.[O-]P([O-])([O-])=O.[K+].[K+].[K+].